Task: Predict which catalyst facilitates the given reaction.. Dataset: Catalyst prediction with 721,799 reactions and 888 catalyst types from USPTO (1) Reactant: Br[C:2]1[CH:7]=[CH:6][CH:5]=[C:4]([Br:8])[CH:3]=1.[NH2:9][CH2:10][CH2:11][NH:12][C:13](=[O:19])[O:14][C:15]([CH3:18])([CH3:17])[CH3:16].N1CCC[C@H]1C(O)=O.C(=O)([O-])[O-].[K+].[K+]. Product: [Br:8][C:4]1[CH:3]=[C:2]([NH:9][CH2:10][CH2:11][NH:12][C:13](=[O:19])[O:14][C:15]([CH3:17])([CH3:16])[CH3:18])[CH:7]=[CH:6][CH:5]=1. The catalyst class is: 156. (2) Reactant: C([NH:9][C:10](=[S:36])[NH:11][C:12]1[N:17]=[C:16]2[N:18]([CH2:30][CH3:31])[C:19]([C:21]([N:23]([CH:27]3[CH2:29][CH2:28]3)[CH:24]3[CH2:26][CH2:25]3)=[O:22])=[CH:20][C:15]2=[C:14]2[N:32]([CH3:35])[CH:33]=[N:34][C:13]=12)(=O)C1C=CC=CC=1.[OH-].[Na+]. Product: [CH:27]1([N:23]([CH:24]2[CH2:25][CH2:26]2)[C:21]([C:19]2[N:18]([CH2:30][CH3:31])[C:16]3=[N:17][C:12]([NH:11][C:10]([NH2:9])=[S:36])=[C:13]4[N:34]=[CH:33][N:32]([CH3:35])[C:14]4=[C:15]3[CH:20]=2)=[O:22])[CH2:28][CH2:29]1. The catalyst class is: 14. (3) Reactant: [CH3:1][C:2]([Si:5]([CH3:26])([CH3:25])[O:6][CH2:7][CH2:8][CH2:9][C:10]1([CH:23]=O)[CH2:15][CH2:14][N:13]([C:16]([O:18][C:19]([CH3:22])([CH3:21])[CH3:20])=[O:17])[CH2:12][CH2:11]1)([CH3:4])[CH3:3].C([O-])(=O)C.[K+].[CH:32]1([NH2:35])[CH2:34][CH2:33]1.CCN(C(C)C)C(C)C.[BH4-].[Na+]. Product: [CH:32]1([NH:35][CH2:23][C:10]2([CH2:9][CH2:8][CH2:7][O:6][Si:5]([C:2]([CH3:3])([CH3:4])[CH3:1])([CH3:25])[CH3:26])[CH2:15][CH2:14][N:13]([C:16]([O:18][C:19]([CH3:22])([CH3:21])[CH3:20])=[O:17])[CH2:12][CH2:11]2)[CH2:34][CH2:33]1. The catalyst class is: 7.